Dataset: Forward reaction prediction with 1.9M reactions from USPTO patents (1976-2016). Task: Predict the product of the given reaction. (1) Given the reactants [NH:1]1[CH2:6][CH2:5][CH:4]([C:7]([OH:9])=[O:8])[CH2:3][CH2:2]1.[OH-].[Na+].[C:12](Cl)([O:14][CH2:15][C:16]1[CH:21]=[CH:20][CH:19]=[CH:18][CH:17]=1)=[O:13], predict the reaction product. The product is: [CH2:15]([O:14][C:12]([N:1]1[CH2:6][CH2:5][CH:4]([C:7]([OH:9])=[O:8])[CH2:3][CH2:2]1)=[O:13])[C:16]1[CH:21]=[CH:20][CH:19]=[CH:18][CH:17]=1. (2) Given the reactants IC.[Cl:3][C:4]1[N:9]=[C:8]([NH:10][CH:11]2[CH2:16][CH2:15][NH:14][CH2:13][CH2:12]2)C(N)=[CH:6][N:5]=1.[H-].[Na+].O.[C:21]1([CH3:31])[CH:26]=[CH:25][C:24]([S:27]([OH:30])(=[O:29])=[O:28])=[CH:23][CH:22]=1.C[C:33]([N:35]([CH3:37])[CH3:36])=[O:34], predict the reaction product. The product is: [CH3:31][C:21]1[CH:22]=[CH:23][C:24]([S:27]([OH:30])(=[O:29])=[O:28])=[CH:25][CH:26]=1.[Cl:3][C:4]1[N:9]=[C:8]2[C:36]([N:35]([CH3:37])[C:33](=[O:34])[N:10]2[CH:11]2[CH2:12][CH2:13][NH:14][CH2:15][CH2:16]2)=[CH:6][N:5]=1.